This data is from Forward reaction prediction with 1.9M reactions from USPTO patents (1976-2016). The task is: Predict the product of the given reaction. (1) Given the reactants [CH2:1]([O:8][C:9]([CH:11]1[CH2:15][O:14][C:13]([C:16]2[CH:21]=[CH:20][CH:19]=[CH:18][CH:17]=2)=[N:12]1)=[O:10])[C:2]1[CH:7]=[CH:6][CH:5]=[CH:4][CH:3]=1.Cl[CH2:23][C:24]1[CH:29]=[CH:28][N:27]=[CH:26][CH:25]=1.C(OC(C1COC(C2C=CC=CC=2)=N1)=O)(C)(C)C.ClCC1C=CC=CC=1, predict the reaction product. The product is: [CH2:1]([O:8][C:9]([C:11]1([CH2:23][C:24]2[CH:29]=[CH:28][N:27]=[CH:26][CH:25]=2)[CH2:15][O:14][C:13]([C:16]2[CH:21]=[CH:20][CH:19]=[CH:18][CH:17]=2)=[N:12]1)=[O:10])[C:2]1[CH:3]=[CH:4][CH:5]=[CH:6][CH:7]=1. (2) Given the reactants [CH3:1][O:2][C:3]1[CH:11]=[CH:10][C:9]([O:12][CH3:13])=[CH:8][C:4]=1[C:5]([OH:7])=O.Cl.[CH3:15][C:16]1[C:20]([CH2:21][N:22]2[CH:26]=[C:25]([NH2:27])[CH:24]=[N:23]2)=[C:19]([CH3:28])[O:18][N:17]=1, predict the reaction product. The product is: [CH3:15][C:16]1[C:20]([CH2:21][N:22]2[CH:26]=[C:25]([NH:27][C:5](=[O:7])[C:4]3[CH:8]=[C:9]([O:12][CH3:13])[CH:10]=[CH:11][C:3]=3[O:2][CH3:1])[CH:24]=[N:23]2)=[C:19]([CH3:28])[O:18][N:17]=1. (3) The product is: [CH3:4][O:5][C:6]1[CH:11]=[C:10]([OH:12])[C:9]([CH:14]2[CH2:19][C:18]([CH3:33])([S:20]([C:23]3[CH:28]=[CH:27][CH:26]=[C:25]([C:29]([F:32])([F:30])[F:31])[CH:24]=3)(=[O:22])=[O:21])[CH2:17][CH2:16][O:15]2)=[CH:8][N:7]=1. Given the reactants C[S-].[Na+].[CH3:4][O:5][C:6]1[CH:11]=[C:10]([O:12]C)[C:9]([CH:14]2[CH2:19][C:18]([CH3:33])([S:20]([C:23]3[CH:28]=[CH:27][CH:26]=[C:25]([C:29]([F:32])([F:31])[F:30])[CH:24]=3)(=[O:22])=[O:21])[CH2:17][CH2:16][O:15]2)=[CH:8][N:7]=1.O.Cl, predict the reaction product. (4) Given the reactants Br[C:2]1[CH:3]=[CH:4][C:5]2[CH:6]([CH:18]3[CH2:23][CH2:22][NH:21][CH2:20][CH2:19]3)[C:7]3[C:12]([O:13][C:14]=2[CH:15]=1)=[C:11]([O:16][CH3:17])[CH:10]=[CH:9][CH:8]=3.[N:24]1[CH:29]=[CH:28][CH:27]=[C:26](B(O)O)[CH:25]=1.C([O-])([O-])=O.[Na+].[Na+], predict the reaction product. The product is: [CH3:17][O:16][C:11]1[CH:10]=[CH:9][CH:8]=[C:7]2[C:12]=1[O:13][C:14]1[CH:15]=[C:2]([C:26]3[CH:25]=[N:24][CH:29]=[CH:28][CH:27]=3)[CH:3]=[CH:4][C:5]=1[CH:6]2[CH:18]1[CH2:23][CH2:22][NH:21][CH2:20][CH2:19]1.